Dataset: Peptide-MHC class II binding affinity with 134,281 pairs from IEDB. Task: Regression. Given a peptide amino acid sequence and an MHC pseudo amino acid sequence, predict their binding affinity value. This is MHC class II binding data. (1) The MHC is DRB4_0101 with pseudo-sequence DRB4_0103. The binding affinity (normalized) is 0.649. The peptide sequence is GELTIVDKIDAAFKI. (2) The peptide sequence is FDISKISGEWYSIFL. The MHC is HLA-DQA10102-DQB10602 with pseudo-sequence HLA-DQA10102-DQB10602. The binding affinity (normalized) is 0.214. (3) The peptide sequence is PRARYGLVHVANNNY. The MHC is DRB1_1501 with pseudo-sequence DRB1_1501. The binding affinity (normalized) is 0.456. (4) The peptide sequence is KQAYAATVATAPEVK. The MHC is HLA-DQA10102-DQB10502 with pseudo-sequence HLA-DQA10102-DQB10502. The binding affinity (normalized) is 0.0256.